This data is from Full USPTO retrosynthesis dataset with 1.9M reactions from patents (1976-2016). The task is: Predict the reactants needed to synthesize the given product. (1) The reactants are: C([O-])([O-])=O.[Cs+].[Cs+].I[CH:8]([CH3:10])[CH3:9].[F:11][C:12]1[CH:17]=[CH:16][C:15]([C:18]2[C:22]([C:23]3[CH:28]=[CH:27][N:26]=[C:25]([S:29][CH3:30])[N:24]=3)=[CH:21][NH:20][N:19]=2)=[CH:14][CH:13]=1.O. Given the product [F:11][C:12]1[CH:17]=[CH:16][C:15]([C:18]2[C:22]([C:23]3[CH:28]=[CH:27][N:26]=[C:25]([S:29][CH3:30])[N:24]=3)=[CH:21][N:20]([CH:8]([CH3:10])[CH3:9])[N:19]=2)=[CH:14][CH:13]=1, predict the reactants needed to synthesize it. (2) The reactants are: [CH2:1]([OH:4])[CH2:2][OH:3].[C:5](O)(=[O:15])[C:6]1[CH:14]=[C:12]([OH:13])[C:10]([OH:11])=[C:8]([OH:9])[CH:7]=1.[Na+].[Cl-]. Given the product [OH:3][CH2:2][CH2:1][O:4][C:5](=[O:15])[C:6]1[CH:14]=[C:12]([OH:13])[C:10]([OH:11])=[C:8]([OH:9])[CH:7]=1, predict the reactants needed to synthesize it.